This data is from Full USPTO retrosynthesis dataset with 1.9M reactions from patents (1976-2016). The task is: Predict the reactants needed to synthesize the given product. Given the product [Cl:1][C:2]1[CH:3]=[CH:4][C:5]([NH:8][C:9](=[O:25])[C:10]2[CH:15]=[C:14]([F:16])[CH:13]=[CH:12][C:11]=2[NH:17][CH2:18][CH:19]2[CH2:20][CH2:21][N:22]([C:28]3[CH:33]=[CH:32][N:31]=[CH:30][CH:29]=3)[CH2:23][CH2:24]2)=[N:6][CH:7]=1, predict the reactants needed to synthesize it. The reactants are: [Cl:1][C:2]1[CH:3]=[CH:4][C:5]([NH:8][C:9](=[O:25])[C:10]2[CH:15]=[C:14]([F:16])[CH:13]=[CH:12][C:11]=2[NH:17][CH2:18][CH:19]2[CH2:24][CH2:23][NH:22][CH2:21][CH2:20]2)=[N:6][CH:7]=1.Cl.Cl[C:28]1[CH:33]=[CH:32][N:31]=[CH:30][CH:29]=1.C(N(CC)CC)C.